From a dataset of CYP2C9 inhibition data for predicting drug metabolism from PubChem BioAssay. Regression/Classification. Given a drug SMILES string, predict its absorption, distribution, metabolism, or excretion properties. Task type varies by dataset: regression for continuous measurements (e.g., permeability, clearance, half-life) or binary classification for categorical outcomes (e.g., BBB penetration, CYP inhibition). Dataset: cyp2c9_veith. (1) The molecule is O=C(Nc1ccccc1)N1CCCC2(CCN(C(=O)c3csnn3)CC2)C1. The result is 0 (non-inhibitor). (2) The molecule is C[C@H]1COC(=O)[C@H](Cc2ccccc2)NC(=O)[C@@H](C)COC(=O)[C@H](Cc2ccccc2)NC1=O. The result is 0 (non-inhibitor). (3) The drug is O=S(=O)(c1ccccc1)N1CCC2(CC1)CN(C(c1ccccc1)c1ccccc1)C2. The result is 1 (inhibitor). (4) The compound is CCOCCCN1CC(C(=O)NCCc2ccc(C)cc2)CC1=O. The result is 1 (inhibitor). (5) The result is 0 (non-inhibitor). The drug is COCCn1c(=O)c(CCc2ccccc2)nc2cnc(N3CCN(C)CC3)nc21. (6) The molecule is COC(=O)[C@@]1(Cc2ccc(OC)cc2)[C@H]2c3cc(C(=O)N(C)C)n(Cc4ccsc4Br)c3C[C@H]2CN1C(=O)c1ccccc1. The result is 1 (inhibitor). (7) The drug is CN1CCN(CCCN)CC1. The result is 0 (non-inhibitor). (8) The compound is O=C(Cn1cnc2ccccc2c1=O)Nc1nnc(SCc2ccccc2)s1. The result is 1 (inhibitor).